From a dataset of Forward reaction prediction with 1.9M reactions from USPTO patents (1976-2016). Predict the product of the given reaction. (1) Given the reactants [CH3:1][C:2]([Si:5]([CH3:26])([CH3:25])[O:6][CH2:7][C:8]1[CH:9]=[C:10]([CH:23]=[O:24])[C:11]([C:14]2[CH:19]=[C:18]([O:20][CH3:21])[CH:17]=[CH:16][C:15]=2[F:22])=[CH:12][CH:13]=1)([CH3:4])[CH3:3].[C:27]([Mg]Br)([CH3:29])=[CH2:28], predict the reaction product. The product is: [CH3:4][C:2]([Si:5]([CH3:25])([CH3:26])[O:6][CH2:7][C:8]1[CH:13]=[CH:12][C:11]([C:14]2[CH:19]=[C:18]([O:20][CH3:21])[CH:17]=[CH:16][C:15]=2[F:22])=[C:10]([CH:23]([OH:24])[C:27]([CH3:29])=[CH2:28])[CH:9]=1)([CH3:1])[CH3:3]. (2) Given the reactants [O:1]1[C:5]2[CH:6]=[CH:7][C:8]([CH2:10][C:11]3O[C:13](=O)[C:14]4[C:20]([F:21])=[CH:19][C:18]([N:22]5[CH2:27][CH2:26][N:25]([CH3:28])[CH2:24][CH2:23]5)=[CH:17][C:15]=4[N:16]=3)=[CH:9][C:4]=2[O:3][CH2:2]1.C(=O)(O)O.[NH2:34][NH:35][C:36]([NH2:38])=[NH:37], predict the reaction product. The product is: [O:1]1[C:5]2[CH:6]=[CH:7][C:8]([CH2:10][C:11]3[N:34]4[N:35]=[C:36]([NH2:38])[N:37]=[C:13]4[C:14]4[C:20]([F:21])=[CH:19][C:18]([N:22]5[CH2:23][CH2:24][N:25]([CH3:28])[CH2:26][CH2:27]5)=[CH:17][C:15]=4[N:16]=3)=[CH:9][C:4]=2[O:3][CH2:2]1. (3) Given the reactants [Cl:1][C:2]1[CH:3]=[N:4][C:5]2[N:6]([N:8]=[C:9]([C:11]([OH:13])=O)[CH:10]=2)[CH:7]=1.[CH3:14][CH:15]1[NH:20][CH2:19][CH2:18][N:17]2[C:21]([C:24]3[S:25][CH:26]=[CH:27][CH:28]=3)=[CH:22][CH:23]=[C:16]12, predict the reaction product. The product is: [Cl:1][C:2]1[CH:3]=[N:4][C:5]2[N:6]([N:8]=[C:9]([C:11]([N:20]3[CH2:19][CH2:18][N:17]4[C:21]([C:24]5[S:25][CH:26]=[CH:27][CH:28]=5)=[CH:22][CH:23]=[C:16]4[CH:15]3[CH3:14])=[O:13])[CH:10]=2)[CH:7]=1. (4) The product is: [CH3:20][O:21][CH:3]([O:2][CH3:1])[CH2:4][C@H:5]([CH3:6])[CH2:8][CH2:9][CH:10]=[C:13]([CH3:14])[CH3:12]. Given the reactants [CH3:1][O:2][C:3]1[CH:4]=[C:5]([CH:8]=[CH:9][CH:10]=1)[CH2:6]N.N1C=C[C:14](CCN)=[CH:13][CH:12]=1.[CH3:20][O:21]C1C=C(CCN)C=CC=1OC.C(C1C=C(C=CC=1)CN)(C)C, predict the reaction product. (5) Given the reactants C1C(=O)N([Br:8])C(=O)C1.[F:9][C:10]1[CH:11]=[CH:12][C:13]([NH2:16])=[N:14][CH:15]=1, predict the reaction product. The product is: [Br:8][C:12]1[C:13]([NH2:16])=[N:14][CH:15]=[C:10]([F:9])[CH:11]=1. (6) Given the reactants [Br:1][C:2]1[CH:7]=[CH:6][C:5](I)=[CH:4][CH:3]=1.[F:9][C:10]([F:21])([F:20])[C:11]1[CH:12]=[CH:13][C:14]([CH2:17][CH2:18][NH2:19])=[N:15][CH:16]=1, predict the reaction product. The product is: [Br:1][C:2]1[CH:7]=[CH:6][C:5]([NH:19][CH2:18][CH2:17][C:14]2[CH:13]=[CH:12][C:11]([C:10]([F:21])([F:9])[F:20])=[CH:16][N:15]=2)=[CH:4][CH:3]=1. (7) The product is: [S:56]1[CH:57]=[CH:58][N:59]=[C:55]1[NH:54][C:15]([C:6]1[C:7]2[C:12](=[CH:11][C:10]([S:13][CH3:14])=[CH:9][CH:8]=2)[N:4]([CH:1]([CH3:2])[CH3:3])[CH:5]=1)=[O:17]. Given the reactants [CH:1]([N:4]1[C:12]2[C:7](=[CH:8][CH:9]=[C:10]([S:13][CH3:14])[CH:11]=2)[C:6]([C:15]([OH:17])=O)=[CH:5]1)([CH3:3])[CH3:2].F[P-](F)(F)(F)(F)F.N1(O[P+](N(C)C)(N(C)C)N(C)C)C2C=CC=CC=2N=N1.C(N(CC)C(C)C)(C)C.[NH2:54][C:55]1[S:56][CH:57]=[CH:58][N:59]=1, predict the reaction product. (8) Given the reactants [OH:1][CH2:2][C:3]1[CH:36]=[CH:35][C:6]([C:7]([CH2:9][NH:10][CH2:11][CH2:12][N:13]2[CH2:18][CH2:17][CH:16]([O:19][C:20](=[O:34])[NH:21][C:22]3[CH:27]=[CH:26][CH:25]=[CH:24][C:23]=3[C:28]3[CH:33]=[CH:32][CH:31]=[CH:30][CH:29]=3)[CH2:15][CH2:14]2)=[O:8])=[C:5]([O:37][CH3:38])[CH:4]=1.CS(C)=O.CCN(C(C)C)C(C)C, predict the reaction product. The product is: [CH:2]([C:3]1[CH:36]=[CH:35][C:6]([C:7]([CH2:9][NH:10][CH2:11][CH2:12][N:13]2[CH2:18][CH2:17][CH:16]([O:19][C:20](=[O:34])[NH:21][C:22]3[CH:27]=[CH:26][CH:25]=[CH:24][C:23]=3[C:28]3[CH:33]=[CH:32][CH:31]=[CH:30][CH:29]=3)[CH2:15][CH2:14]2)=[O:8])=[C:5]([O:37][CH3:38])[CH:4]=1)=[O:1]. (9) Given the reactants [CH3:1][C:2]1[C:7]([CH3:8])=[CH:6][CH:5]=[C:4]([N+:9]([O-])=O)[C:3]=1[C:12]1[C:17]([N+:18]([O-])=O)=[CH:16][CH:15]=[C:14]([CH3:21])[C:13]=1[CH3:22], predict the reaction product. The product is: [CH3:8][C:7]1[C:2]([CH3:1])=[C:3]([C:12]2[C:17]([NH2:18])=[CH:16][CH:15]=[C:14]([CH3:21])[C:13]=2[CH3:22])[C:4]([NH2:9])=[CH:5][CH:6]=1.